Dataset: Buchwald-Hartwig C-N cross coupling reaction yields with 55,370 reactions. Task: Predict the reaction yield, written as a fraction of the theoretical maximum amount of product (1.0 means a 100% yield; for example, 0.34 means a 34% yield). (1) The reactants are CCc1ccc(Br)cc1.Cc1ccc(N)cc1.O=S(=O)(O[Pd]1c2ccccc2-c2ccccc2N~1)C(F)(F)F.COc1ccc(OC)c(P([C@]23C[C@H]4C[C@H](C[C@H](C4)C2)C3)[C@]23C[C@H]4C[C@H](C[C@H](C4)C2)C3)c1-c1c(C(C)C)cc(C(C)C)cc1C(C)C.CN(C)C(=NC(C)(C)C)N(C)C.COC(=O)c1ccno1. No catalyst specified. The product is CCc1ccc(Nc2ccc(C)cc2)cc1. The yield is 0.0561. (2) No catalyst specified. The product is CCc1ccc(Nc2ccc(C)cc2)cc1. The yield is 0.839. The reactants are CCc1ccc(I)cc1.Cc1ccc(N)cc1.O=S(=O)(O[Pd]1c2ccccc2-c2ccccc2N~1)C(F)(F)F.COc1ccc(OC)c(P([C@]23C[C@H]4C[C@H](C[C@H](C4)C2)C3)[C@]23C[C@H]4C[C@H](C[C@H](C4)C2)C3)c1-c1c(C(C)C)cc(C(C)C)cc1C(C)C.CN(C)C(=NC(C)(C)C)N(C)C.Cc1ccon1. (3) No catalyst specified. The yield is 0.402. The product is Cc1ccc(Nc2ccc(C(F)(F)F)cc2)cc1. The reactants are FC(F)(F)c1ccc(I)cc1.Cc1ccc(N)cc1.O=S(=O)(O[Pd]1c2ccccc2-c2ccccc2N~1)C(F)(F)F.COc1ccc(OC)c(P([C@]23C[C@H]4C[C@H](C[C@H](C4)C2)C3)[C@]23C[C@H]4C[C@H](C[C@H](C4)C2)C3)c1-c1c(C(C)C)cc(C(C)C)cc1C(C)C.CN1CCCN2CCCN=C12.COC(=O)c1cc(-c2cccs2)on1. (4) The reactants are COc1ccc(Cl)cc1.Cc1ccc(N)cc1.O=S(=O)(O[Pd]1c2ccccc2-c2ccccc2N~1)C(F)(F)F.CC(C)c1cc(C(C)C)c(-c2ccccc2P(C(C)(C)C)C(C)(C)C)c(C(C)C)c1.CN1CCCN2CCCN=C12.CCOC(=O)c1cc(C)on1. No catalyst specified. The product is COc1ccc(Nc2ccc(C)cc2)cc1. The yield is 0.0119. (5) The reactants are Brc1ccccn1.Cc1ccc(N)cc1.O=S(=O)(O[Pd]1c2ccccc2-c2ccccc2N~1)C(F)(F)F.CC(C)c1cc(C(C)C)c(-c2ccccc2P(C2CCCCC2)C2CCCCC2)c(C(C)C)c1.CCN=P(N=P(N(C)C)(N(C)C)N(C)C)(N(C)C)N(C)C.c1ccc(CN(Cc2ccccc2)c2ccon2)cc1. No catalyst specified. The product is Cc1ccc(Nc2ccccn2)cc1. The yield is 0.196. (6) The reactants are Ic1ccccn1.Cc1ccc(N)cc1.O=S(=O)(O[Pd]1c2ccccc2-c2ccccc2N~1)C(F)(F)F.CC(C)c1cc(C(C)C)c(-c2ccccc2P(C(C)(C)C)C(C)(C)C)c(C(C)C)c1.CN1CCCN2CCCN=C12.Cc1cc(-c2ccccc2)on1. No catalyst specified. The product is Cc1ccc(Nc2ccccn2)cc1. The yield is 0.838. (7) The reactants are CCc1ccc(Cl)cc1.Cc1ccc(N)cc1.O=S(=O)(O[Pd]1c2ccccc2-c2ccccc2N~1)C(F)(F)F.COc1ccc(OC)c(P([C@]23C[C@H]4C[C@H](C[C@H](C4)C2)C3)[C@]23C[C@H]4C[C@H](C[C@H](C4)C2)C3)c1-c1c(C(C)C)cc(C(C)C)cc1C(C)C.CN1CCCN2CCCN=C12.COC(=O)c1cc(-c2ccco2)on1. No catalyst specified. The product is CCc1ccc(Nc2ccc(C)cc2)cc1. The yield is 0.00491.